This data is from Forward reaction prediction with 1.9M reactions from USPTO patents (1976-2016). The task is: Predict the product of the given reaction. (1) Given the reactants [ClH:1].[NH2:2][CH2:3][CH2:4][N:5]1[N:9]=[N:8][C:7]([N:10]([CH2:31][C:32]2[CH:37]=[C:36]([C:38]([F:41])([F:40])[F:39])[CH:35]=[C:34]([C:42]([F:45])([F:44])[F:43])[CH:33]=2)[C@H:11]2[CH2:17][CH2:16][CH2:15][N:14]([CH2:18][CH:19]3[CH2:21][CH2:20]3)[C:13]3[CH:22]=[C:23]([C:27]([F:30])([F:29])[F:28])[C:24]([CH3:26])=[CH:25][C:12]2=3)=[N:6]1, predict the reaction product. The product is: [ClH:1].[NH2:2][CH2:3][CH2:4][N:5]1[N:9]=[N:8][C:7]([N:10]([CH2:31][C:32]2[CH:33]=[C:34]([C:42]([F:43])([F:44])[F:45])[CH:35]=[C:36]([C:38]([F:41])([F:40])[F:39])[CH:37]=2)[C@H:11]2[CH2:17][CH2:16][CH2:15][N:14]([CH2:18][CH:19]3[CH2:21][CH2:20]3)[C:13]3[CH:22]=[C:23]([C:27]([F:29])([F:30])[F:28])[C:24]([CH3:26])=[CH:25][C:12]2=3)=[N:6]1. (2) Given the reactants [CH3:1][N:2]1[CH2:7][CH2:6][O:5][C@H:4]([CH2:8][OH:9])[CH2:3]1.[H-].[Na+].[N+](C1C=CC([O:21][C:22]([N:24]2[CH2:29][CH2:28][N:27]([C:30]3[CH:35]=[CH:34][C:33]([F:36])=[CH:32][CH:31]=3)[CH2:26][CH2:25]2)=O)=CC=1)([O-])=O, predict the reaction product. The product is: [F:36][C:33]1[CH:32]=[CH:31][C:30]([N:27]2[CH2:26][CH2:25][N:24]([C:22]([O:9][CH2:8][C@H:4]3[O:5][CH2:6][CH2:7][N:2]([CH3:1])[CH2:3]3)=[O:21])[CH2:29][CH2:28]2)=[CH:35][CH:34]=1. (3) Given the reactants [C:1]([NH2:9])([CH2:4][C:5]([CH3:8])([CH3:7])[CH3:6])([CH3:3])[CH3:2].O=C1CCC(=O)N1[O:17][C:18](=O)[C:19]1[CH:24]=[CH:23][C:22]([O:25][C:26](=[O:35])[N:27]([CH3:34])[C:28]2[CH:33]=[CH:32][CH:31]=[CH:30][CH:29]=2)=[CH:21][CH:20]=1, predict the reaction product. The product is: [CH3:2][C:1]([NH:9][C:18]([C:19]1[CH:24]=[CH:23][C:22]([O:25][C:26](=[O:35])[N:27]([CH3:34])[C:28]2[CH:29]=[CH:30][CH:31]=[CH:32][CH:33]=2)=[CH:21][CH:20]=1)=[O:17])([CH3:3])[CH2:4][C:5]([CH3:8])([CH3:7])[CH3:6]. (4) Given the reactants C[O:2][C:3]([CH:5]1[CH2:10][C:9]([C:26]#[N:27])([C:11]2[C:19]3[C:18]4[CH:20]=[CH:21][CH:22]=[CH:23][C:17]=4[O:16][C:15]=3[C:14]([O:24][CH3:25])=[CH:13][CH:12]=2)[CH2:8][CH2:7][C:6]1=O)=O.Cl.[NH2:30][C:31]([NH2:33])=[NH:32].C[O-].[Na+], predict the reaction product. The product is: [NH2:32][C:31]1[NH:33][C:3](=[O:2])[C:5]2[CH2:10][C:9]([C:11]3[C:19]4[C:18]5[CH:20]=[CH:21][CH:22]=[CH:23][C:17]=5[O:16][C:15]=4[C:14]([O:24][CH3:25])=[CH:13][CH:12]=3)([C:26]#[N:27])[CH2:8][CH2:7][C:6]=2[N:30]=1. (5) The product is: [OH:31][C:16]1[C:22]2[C:21](=[CH:26][CH:25]=[C:24]([NH:27][C:28](=[O:30])[CH3:29])[CH:23]=2)[N:20]=[C:18]([CH3:19])[CH:17]=1. Given the reactants C1(OC2C=CC=CC=2)C=CC=CC=1.CO[C:16](=[O:31])[CH:17]=[C:18]([NH:20][C:21]1[CH:26]=[CH:25][C:24]([NH:27][C:28](=[O:30])[CH3:29])=[CH:23][CH:22]=1)[CH3:19], predict the reaction product. (6) Given the reactants [C:1]([C:4]1[CH:5]=[N:6][CH:7]=[CH:8][CH:9]=1)(=[O:3])[CH3:2].[ClH:10].CCOCC, predict the reaction product. The product is: [ClH:10].[Cl:10][CH2:2][C:1]([C:4]1[CH:5]=[N:6][CH:7]=[CH:8][CH:9]=1)=[O:3]. (7) Given the reactants [CH:1]1[C:9]2[C:8]3[CH:10]=[CH:11][CH:12]=[CH:13][C:7]=3[O:6][C:5]=2[C:4](B(O)O)=[CH:3][CH:2]=1.[Br:17][C:18]1[CH:23]=[CH:22][C:21](Br)=[CH:20][CH:19]=1.C1(C)C=CC=CC=1.C(=O)([O-])[O-].[K+].[K+], predict the reaction product. The product is: [Br:17][C:18]1[CH:23]=[CH:22][C:21]([C:4]2[C:5]3[O:6][C:7]4[CH:13]=[CH:12][CH:11]=[CH:10][C:8]=4[C:9]=3[CH:1]=[CH:2][CH:3]=2)=[CH:20][CH:19]=1. (8) Given the reactants C[O:2][C:3](=[O:30])[C:4]1[CH:9]=[CH:8][C:7]([O:10][C:11]2[CH:16]=[C:15]([CH2:17][C:18]([O:20][CH2:21][CH3:22])=[O:19])[CH:14]=[CH:13][C:12]=2[O:23][CH3:24])=[C:6]([CH2:25][S:26][CH:27]([CH3:29])[CH3:28])[CH:5]=1, predict the reaction product. The product is: [CH2:21]([O:20][C:18]([CH2:17][C:15]1[CH:14]=[CH:13][C:12]([O:23][CH3:24])=[C:11]([CH:16]=1)[O:10][C:7]1[CH:8]=[CH:9][C:4]([C:3]([OH:30])=[O:2])=[CH:5][C:6]=1[CH2:25][S:26][CH:27]([CH3:28])[CH3:29])=[O:19])[CH3:22].